From a dataset of Forward reaction prediction with 1.9M reactions from USPTO patents (1976-2016). Predict the product of the given reaction. (1) Given the reactants Cl.FC1C=C(C=CC=1)CN1C=C(C2C3C(=NC=C(C4C=CC(C5CCNCC5)=CC=4)C=3)N(S(C3C=CC(C)=CC=3)(=O)=O)C=2)C=N1.[F:46][C:47]1[CH:52]=[C:51]([C:53]2[CH:54]=[C:55]3[C:61]([C:62]4[C:63]([CH3:75])=[N:64][N:65]([CH2:67][C:68]5[CH:73]=[CH:72][CH:71]=[C:70]([F:74])[CH:69]=5)[CH:66]=4)=[CH:60][N:59](S(C4C=CC(C)=CC=4)(=O)=O)[C:56]3=[N:57][CH:58]=2)[CH:50]=[CH:49][C:48]=1[CH:86]1[CH2:91][CH2:90][N:89]([C:92]([O:94][C:95]([CH3:98])([CH3:97])[CH3:96])=[O:93])[CH2:88][CH2:87]1.[OH-].[Li+], predict the reaction product. The product is: [F:46][C:47]1[CH:52]=[C:51]([C:53]2[CH:54]=[C:55]3[C:61]([C:62]4[C:63]([CH3:75])=[N:64][N:65]([CH2:67][C:68]5[CH:73]=[CH:72][CH:71]=[C:70]([F:74])[CH:69]=5)[CH:66]=4)=[CH:60][NH:59][C:56]3=[N:57][CH:58]=2)[CH:50]=[CH:49][C:48]=1[CH:86]1[CH2:91][CH2:90][N:89]([C:92]([O:94][C:95]([CH3:98])([CH3:97])[CH3:96])=[O:93])[CH2:88][CH2:87]1. (2) Given the reactants [CH3:1][O:2][C:3]1[CH:4]=[CH:5][C:6]2[S:10][C:9]([C:11]([N:13]3[CH2:18][CH2:17][O:16][CH2:15][CH2:14]3)=[O:12])=[N:8][C:7]=2[C:19]=1[N+:20]([O-])=O, predict the reaction product. The product is: [CH3:1][O:2][C:3]1[C:19]([NH2:20])=[C:7]2[N:8]=[C:9]([C:11]([N:13]3[CH2:14][CH2:15][O:16][CH2:17][CH2:18]3)=[O:12])[S:10][C:6]2=[CH:5][CH:4]=1.